This data is from Forward reaction prediction with 1.9M reactions from USPTO patents (1976-2016). The task is: Predict the product of the given reaction. (1) Given the reactants Cl.[F:2][C:3]1[CH:8]=[CH:7][C:6]([NH:9][C:10]2[CH:15]=[CH:14][N:13]=[C:12]([NH:16][C:17]3[CH:22]=[CH:21][C:20]([S:23](Cl)(=[O:25])=[O:24])=[CH:19][CH:18]=3)[N:11]=2)=[CH:5][CH:4]=1.Cl.[CH3:28][S:29]([CH2:32][CH2:33][N:34]1[CH2:39][CH2:38][CH:37]([NH2:40])[CH2:36][CH2:35]1)(=[O:31])=[O:30], predict the reaction product. The product is: [F:2][C:3]1[CH:8]=[CH:7][C:6]([NH:9][C:10]2[CH:15]=[CH:14][N:13]=[C:12]([NH:16][C:17]3[CH:22]=[CH:21][C:20]([S:23]([NH:40][CH:37]4[CH2:38][CH2:39][N:34]([CH2:33][CH2:32][S:29]([CH3:28])(=[O:31])=[O:30])[CH2:35][CH2:36]4)(=[O:25])=[O:24])=[CH:19][CH:18]=3)[N:11]=2)=[CH:5][CH:4]=1. (2) Given the reactants [Br:1][C:2]1[CH:3]=[N:4][C:5]2[N:6]([N:8]=[C:9]([C:11]([OH:13])=O)[CH:10]=2)[CH:7]=1.[F:14][C:15]1[CH:20]=[C:19]([C:21]2[CH:30]=[CH:29][CH:28]=[C:27]3[C:22]=2[CH2:23][CH2:24][NH:25][N:26]3[CH3:31])[CH:18]=[CH:17][N:16]=1, predict the reaction product. The product is: [Br:1][C:2]1[CH:3]=[N:4][C:5]2[N:6]([N:8]=[C:9]([C:11]([N:25]3[CH2:24][CH2:23][C:22]4[C:27](=[CH:28][CH:29]=[CH:30][C:21]=4[C:19]4[CH:18]=[CH:17][N:16]=[C:15]([F:14])[CH:20]=4)[N:26]3[CH3:31])=[O:13])[CH:10]=2)[CH:7]=1. (3) Given the reactants C([O:3][C:4](=[O:20])[C:5]1[C:10]([Cl:11])=[CH:9][CH:8]=[C:7]([NH:12][S:13]([CH2:16][CH2:17][CH3:18])(=[O:15])=[O:14])[C:6]=1[F:19])C.[OH-].[Li+].Cl, predict the reaction product. The product is: [Cl:11][C:10]1[C:5]([C:4]([OH:20])=[O:3])=[C:6]([F:19])[C:7]([NH:12][S:13]([CH2:16][CH2:17][CH3:18])(=[O:14])=[O:15])=[CH:8][CH:9]=1. (4) Given the reactants [ClH:1].[O:2]=[C:3]1[CH:10]2[CH2:11][CH:6]3[CH2:7][CH:8]([CH2:12][CH:4]1[CH:5]3[OH:13])[CH2:9]2.[CH2:14]=O.S([O-])([O-])(=O)=O.[Mg+2].[Cl-].[Na+].S(=O)(=O)(O)O, predict the reaction product. The product is: [Cl:1][CH2:14][O:2][CH:3]1[CH:4]2[CH2:12][CH:8]3[CH2:7][CH:6]([CH2:11][CH:10]1[CH2:9]3)[C:5]2=[O:13]. (5) Given the reactants [CH3:1][O:2][C:3]([CH:5]1[CH2:14][C:13]2[N:12]=[C:11]([C:15]([F:18])([F:17])[F:16])[CH:10]=[CH:9][C:8]=2[C:7](=[O:19])[CH2:6]1)=[O:4].BrC(Cl)(Cl)Cl.N12CCCN=C1CCCCC2.CCCCCC, predict the reaction product. The product is: [CH3:1][O:2][C:3]([C:5]1[CH:14]=[C:13]2[C:8]([CH:9]=[CH:10][C:11]([C:15]([F:18])([F:16])[F:17])=[N:12]2)=[C:7]([OH:19])[CH:6]=1)=[O:4]. (6) The product is: [C:76]([O:80][C:51](=[O:60])[NH:48][C:23]1[CH:27]=[CH:28][CH:29]=[CH:30][C:22]=1[N:18]1[C:19](=[O:21])[NH:20][C:16]([CH:15]([C:9]2[CH:10]=[C:11]([CH2:13][CH3:14])[CH:12]=[C:7]([O:6][CH2:5][C:3](=[O:4])[N:2]([CH3:45])[CH3:1])[C:8]=2[F:44])[NH:31][C:32]2[CH:37]=[CH:36][C:35]([C:38]3[N:42]=[C:41]([CH3:43])[O:40][N:39]=3)=[CH:34][CH:33]=2)=[N:17]1)([CH3:79])([CH3:78])[CH3:77]. Given the reactants [CH3:1][N:2]([CH3:45])[C:3]([CH2:5][O:6][C:7]1[C:8]([F:44])=[C:9]([CH:15]([NH:31][C:32]2[CH:37]=[CH:36][C:35]([C:38]3[N:42]=[C:41]([CH3:43])[O:40][N:39]=3)=[CH:34][CH:33]=2)[C:16]2[NH:20][C:19](=[O:21])[N:18]([C:22]3[CH:30]=[CH:29][CH:28]=[CH:27][C:23]=3C(O)=O)[N:17]=2)[CH:10]=[C:11]([CH2:13][CH3:14])[CH:12]=1)=[O:4].C([N:48]([CH2:51]C)CC)C.C1(P(N=[N+]=[N-])(C2C=CC=CC=2)=[O:60])C=CC=CC=1.C(OCC)(=O)C.[C:76]([OH:80])([CH3:79])([CH3:78])[CH3:77], predict the reaction product. (7) The product is: [NH:1]1[C:9]2[C:4](=[CH:5][CH:6]=[CH:7][CH:8]=2)[C:3]([CH2:10][CH2:11][C:12]([O:14][CH3:22])=[O:13])=[CH:2]1. Given the reactants [NH:1]1[C:9]2[C:4](=[CH:5][CH:6]=[CH:7][CH:8]=2)[C:3]([CH2:10][CH2:11][C:12]([OH:14])=[O:13])=[CH:2]1.S(=O)(=O)(O)O.[NH4+].[OH-].[CH3:22]O, predict the reaction product. (8) Given the reactants Cl.Cl.[NH:3]1[CH2:8][CH2:7][CH:6]([N:9]2[C:17]3[C:12](=[N:13][CH:14]=[CH:15][CH:16]=3)[NH:11][C:10]2=[O:18])[CH2:5][CH2:4]1.Cl[C:20]1[N:25]=[CH:24][N:23]=[C:22]([C:26]([C:28]2[CH:29]=[C:30]([CH3:37])[C:31]3[O:35][CH2:34][CH2:33][C:32]=3[CH:36]=2)=[O:27])[CH:21]=1.CCN(C(C)C)C(C)C, predict the reaction product. The product is: [CH3:37][C:30]1[C:31]2[O:35][CH2:34][CH2:33][C:32]=2[CH:36]=[C:28]([C:26]([C:22]2[N:23]=[CH:24][N:25]=[C:20]([N:3]3[CH2:4][CH2:5][CH:6]([N:9]4[C:17]5[C:12](=[N:13][CH:14]=[CH:15][CH:16]=5)[NH:11][C:10]4=[O:18])[CH2:7][CH2:8]3)[CH:21]=2)=[O:27])[CH:29]=1.[CH:10]([O-:18])=[O:27]. (9) Given the reactants [Br:1][C:2]1[CH:7]=[C:6]([F:8])[CH:5]=[CH:4][C:3]=1[CH3:9].[Br:10]N1C(=O)CCC1=O.C(OOC(=O)C1C=CC=CC=1)(=O)C1C=CC=CC=1, predict the reaction product. The product is: [Br:1][C:2]1[CH:7]=[C:6]([F:8])[CH:5]=[CH:4][C:3]=1[CH2:9][Br:10].